This data is from Full USPTO retrosynthesis dataset with 1.9M reactions from patents (1976-2016). The task is: Predict the reactants needed to synthesize the given product. (1) Given the product [Br:7][C:5]1[N:6]=[C:2]([C:20]([C:19]2[C:14]([F:13])=[N:15][CH:16]=[CH:17][CH:18]=2)=[O:21])[S:3][CH:4]=1, predict the reactants needed to synthesize it. The reactants are: Br[C:2]1[S:3][CH:4]=[C:5]([Br:7])[N:6]=1.Cl[Mg]C(C)C.[F:13][C:14]1[C:19]([C:20](N(OC)C)=[O:21])=[CH:18][CH:17]=[CH:16][N:15]=1. (2) The reactants are: [NH2:1][C@H:2]1[CH2:6][C@@H:5]([N:7]2[CH:15]=[N:14][C:13]3[C:8]2=[N:9][C:10]([Cl:58])=[N:11][C:12]=3[NH:16][C@@H:17]2[CH2:21][CH2:20][N:19]([C:22]3[N:30]=[C:29]4[C:25]([N:26]=[CH:27][N:28]4[C@@H:31]4[CH2:35][C@H:34]([NH:36][C:37](=[O:40])[CH2:38][CH3:39])[C@@H:33]([OH:41])[C@H:32]4[OH:42])=[C:24]([NH:43][CH2:44][CH:45]([C:52]4[CH:57]=[CH:56][CH:55]=[CH:54][CH:53]=4)[C:46]4[CH:51]=[CH:50][CH:49]=[CH:48][CH:47]=4)[N:23]=3)[CH2:18]2)[C@H:4]([OH:59])[C@@H:3]1[OH:60].CO.[C:63](Cl)(=[O:66])[CH2:64][CH3:65]. Given the product [Cl:58][C:10]1[N:9]=[C:8]2[C:13]([N:14]=[CH:15][N:7]2[C@@H:5]2[CH2:6][C@H:2]([NH:1][C:63](=[O:66])[CH2:64][CH3:65])[C@@H:3]([OH:60])[C@H:4]2[OH:59])=[C:12]([NH:16][C@@H:17]2[CH2:21][CH2:20][N:19]([C:22]3[N:30]=[C:29]4[C:25]([N:26]=[CH:27][N:28]4[C@@H:31]4[CH2:35][C@H:34]([NH:36][C:37](=[O:40])[CH2:38][CH3:39])[C@@H:33]([OH:41])[C@H:32]4[OH:42])=[C:24]([NH:43][CH2:44][CH:45]([C:52]4[CH:53]=[CH:54][CH:55]=[CH:56][CH:57]=4)[C:46]4[CH:51]=[CH:50][CH:49]=[CH:48][CH:47]=4)[N:23]=3)[CH2:18]2)[N:11]=1, predict the reactants needed to synthesize it. (3) Given the product [OH:31][CH:30]([C:26]([CH3:29])([CH3:28])[CH3:27])[CH2:32][NH:1][C@H:2]1[CH2:3][CH2:4][C@H:5]([CH2:8][NH:9][C:10](=[O:25])[C:11]2[CH:16]=[C:15]([C:17]([F:19])([F:20])[F:18])[CH:14]=[C:13]([C:21]([F:22])([F:23])[F:24])[CH:12]=2)[CH2:6][CH2:7]1, predict the reactants needed to synthesize it. The reactants are: [NH2:1][C@H:2]1[CH2:7][CH2:6][C@H:5]([CH2:8][NH:9][C:10](=[O:25])[C:11]2[CH:16]=[C:15]([C:17]([F:20])([F:19])[F:18])[CH:14]=[C:13]([C:21]([F:24])([F:23])[F:22])[CH:12]=2)[CH2:4][CH2:3]1.[C:26]([CH:30]1[CH2:32][O:31]1)([CH3:29])([CH3:28])[CH3:27]. (4) The reactants are: [N:1]1([CH2:7][CH2:8][C:9]2[CH:17]=[CH:16][C:12]3=[N:13][O:14][N:15]=[C:11]3[CH:10]=2)[CH2:6][CH2:5][NH:4][CH2:3][CH2:2]1.[CH3:18][C:19]1[C:27]2[CH2:26][O:25][C:24](=[O:28])[C:23]=2[CH:22]=[CH:21][C:20]=1[C@@H:29]1[CH2:31][O:30]1. Given the product [N:13]1[O:14][N:15]=[C:11]2[CH:10]=[C:9]([CH2:8][CH2:7][N:1]3[CH2:6][CH2:5][N:4]([CH2:31][C@@H:29]([C:20]4[CH:21]=[CH:22][C:23]5[C:24](=[O:28])[O:25][CH2:26][C:27]=5[C:19]=4[CH3:18])[OH:30])[CH2:3][CH2:2]3)[CH:17]=[CH:16][C:12]=12, predict the reactants needed to synthesize it. (5) Given the product [OH:7][C@H:8]([C:42]1[CH:43]=[CH:44][CH:45]=[CH:46][CH:47]=1)[CH2:9][O:10][C:11](=[O:41])[CH:12]=[CH:13][C:14]1[CH:19]=[CH:18][C:17]([O:20][C:21](=[O:40])[C:22]2[CH:27]=[CH:26][C:25]([O:28][CH2:29][CH2:30][CH2:31][CH2:32][CH2:33][CH2:34][O:35][C:36](=[O:39])[CH:37]=[CH2:38])=[CH:24][CH:23]=2)=[CH:16][CH:15]=1, predict the reactants needed to synthesize it. The reactants are: O1CCCCC1[O:7][C@H:8]([C:42]1[CH:47]=[CH:46][CH:45]=[CH:44][CH:43]=1)[CH2:9][O:10][C:11](=[O:41])[CH:12]=[CH:13][C:14]1[CH:19]=[CH:18][C:17]([O:20][C:21](=[O:40])[C:22]2[CH:27]=[CH:26][C:25]([O:28][CH2:29][CH2:30][CH2:31][CH2:32][CH2:33][CH2:34][O:35][C:36](=[O:39])[CH:37]=[CH2:38])=[CH:24][CH:23]=2)=[CH:16][CH:15]=1.C1(C)C=CC(S([O-])(=O)=O)=CC=1.[NH+]1C=CC=CC=1. (6) Given the product [C:29]([C:28]1[C:27]([F:26])=[C:35]([CH:34]=[CH:33][C:32]=1[F:37])[O:36][CH:2]([C:8]1[S:9][CH:10]=[C:11]([C:13]2[CH:18]=[CH:17][C:16]([Cl:19])=[CH:15][CH:14]=2)[N:12]=1)[C:3]([O:5][CH2:6][CH3:7])=[O:4])(=[O:30])[NH2:31], predict the reactants needed to synthesize it. The reactants are: Br[CH:2]([C:8]1[S:9][CH:10]=[C:11]([C:13]2[CH:18]=[CH:17][C:16]([Cl:19])=[CH:15][CH:14]=2)[N:12]=1)[C:3]([O:5][CH2:6][CH3:7])=[O:4].C([O-])([O-])=O.[K+].[K+].[F:26][C:27]1[C:35]([OH:36])=[CH:34][CH:33]=[C:32]([F:37])[C:28]=1[C:29]([NH2:31])=[O:30]. (7) Given the product [Cl:1][C:2]1[CH:8]=[C:7]([O:9][C:10]2[C:11]3[N:18]([CH3:19])[CH:17]=[CH:16][C:12]=3[N:13]=[CH:14][N:15]=2)[CH:6]=[CH:5][C:3]=1[NH:4][C:27]([NH:43][C:42]1[CH:44]=[CH:45][CH:46]=[C:40]([S:38]([C:37]([F:47])([F:36])[F:48])=[O:39])[CH:41]=1)=[O:28], predict the reactants needed to synthesize it. The reactants are: [Cl:1][C:2]1[CH:8]=[C:7]([O:9][C:10]2[C:11]3[N:18]([CH3:19])[CH:17]=[CH:16][C:12]=3[N:13]=[CH:14][N:15]=2)[CH:6]=[CH:5][C:3]=1[NH2:4].N1C=CC=CC=1.Cl[C:27](OC1C=CC=CC=1)=[O:28].[F:36][C:37]([F:48])([F:47])[S:38]([C:40]1[CH:41]=[C:42]([CH:44]=[CH:45][CH:46]=1)[NH2:43])=[O:39]. (8) Given the product [C:1]([O:5][C:6]([N:8]1[CH2:9][CH2:10][N:11]([CH2:14][C:15]2[CH:16]=[CH:17][C:18]([NH2:21])=[CH:19][CH:20]=2)[CH2:12][CH2:13]1)=[O:7])([CH3:4])([CH3:2])[CH3:3], predict the reactants needed to synthesize it. The reactants are: [C:1]([O:5][C:6]([N:8]1[CH2:13][CH2:12][N:11]([CH2:14][C:15]2[CH:20]=[CH:19][C:18]([N+:21]([O-])=O)=[CH:17][CH:16]=2)[CH2:10][CH2:9]1)=[O:7])([CH3:4])([CH3:3])[CH3:2].O.O.[Sn](Cl)(Cl)(Cl)Cl.C(=O)(O)[O-].[Na+]. (9) Given the product [CH3:30][C:29]([C:26]1[CH:25]=[C:21]([CH:20]=[C:19]([C:15]([CH3:17])([CH3:16])[CH3:18])[C:27]=1[OH:28])[C:22]([NH:35][CH2:33][CH2:34][C:8]1[CH:7]=[CH:6][C:5]([N+:2]([O-:4])=[O:3])=[CH:10][CH:9]=1)=[O:24])([CH3:31])[CH3:32], predict the reactants needed to synthesize it. The reactants are: Cl.[N+:2]([C:5]1(OCC)[CH:10]=[CH:9][C:8](N)=[CH:7][CH2:6]1)([O-:4])=[O:3].[C:15]([C:19]1[CH:20]=[C:21]([CH:25]=[C:26]([C:29]([CH3:32])([CH3:31])[CH3:30])[C:27]=1[OH:28])[C:22]([OH:24])=O)([CH3:18])([CH3:17])[CH3:16].[CH2:33]([N:35](CC)CC)[CH3:34].C1(N=C=NC2CCCCC2)CCCCC1.